From a dataset of Full USPTO retrosynthesis dataset with 1.9M reactions from patents (1976-2016). Predict the reactants needed to synthesize the given product. (1) The reactants are: C[N:2]1[CH2:7][CH2:6]O[CH2:4][CH2:3]1.[CH:8]1([NH2:12])CC[CH2:9]1.ON1C2C=CC=CC=2N=N1.[ClH:23].CN(C)CCCN=C=NCC.[Cl:35]C1C(Cl)=CC=CC=1NC1C=C(C(F)(F)[F:54])C(C(O)=O)=CN=1. Given the product [ClH:35].[ClH:23].[F:54][C:7]1[CH:6]=[C:9]([CH2:8][NH2:12])[CH:4]=[CH:3][N:2]=1, predict the reactants needed to synthesize it. (2) Given the product [CH3:22][O:21][Si:20]([O:25][CH3:26])([O:23][CH3:24])[CH2:19][CH2:18][CH2:17][N:16]([CH2:15][CH2:14][CH2:13][Si:12]([O:29][CH3:30])([O:11][CH3:10])[O:27][CH3:28])[C:7](=[O:8])[CH2:6][CH2:5][CH2:4][N:1]=[N+:2]=[N-:3], predict the reactants needed to synthesize it. The reactants are: [N:1]([CH2:4][CH2:5][CH2:6][C:7](Cl)=[O:8])=[N+:2]=[N-:3].[CH3:10][O:11][Si:12]([O:29][CH3:30])([O:27][CH3:28])[CH2:13][CH2:14][CH2:15][NH:16][CH2:17][CH2:18][CH2:19][Si:20]([O:25][CH3:26])([O:23][CH3:24])[O:21][CH3:22]. (3) Given the product [CH:23]([C:19]1[CH:18]=[C:17]([CH:22]=[CH:21][CH:20]=1)[CH2:16][N:11]1[C@@H:10]2[C@H:14]([C@H:6]([CH2:5][C:4]3[CH:28]=[CH:29][C:30]([O:31][CH3:32])=[C:2]([B:36]4[O:37][C:38]([CH3:40])([CH3:39])[C:34]([CH3:41])([CH3:33])[O:35]4)[CH:3]=3)[CH2:7][S:8](=[O:27])(=[O:26])[CH2:9]2)[O:13][C:12]1=[O:15])([CH3:25])[CH3:24], predict the reactants needed to synthesize it. The reactants are: Br[C:2]1[CH:3]=[C:4]([CH:28]=[CH:29][C:30]=1[O:31][CH3:32])[CH2:5][C@H:6]1[C@H:14]2[C@@H:10]([N:11]([CH2:16][C:17]3[CH:22]=[CH:21][CH:20]=[C:19]([CH:23]([CH3:25])[CH3:24])[CH:18]=3)[C:12](=[O:15])[O:13]2)[CH2:9][S:8](=[O:27])(=[O:26])[CH2:7]1.[CH3:33][C:34]1([CH3:41])[C:38]([CH3:40])([CH3:39])[O:37][BH:36][O:35]1.C1COCC1.CCN(CC)CC. (4) Given the product [ClH:1].[Br:28][C:29]1[CH:30]=[C:31]([CH:33]=[CH:34][CH:35]=1)[NH:32][C:2]1[C:11]2[C:6](=[CH:7][C:8]([N:20]3[CH2:24][CH2:23][C@@H:22]([N:25]([CH3:26])[CH3:27])[CH2:21]3)=[CH:9][C:10]=2[O:12][CH:13]2[CH2:18][CH2:17][N:16]([CH3:19])[CH2:15][CH2:14]2)[N:5]=[CH:4][N:3]=1, predict the reactants needed to synthesize it. The reactants are: [Cl:1][C:2]1[C:11]2[C:6](=[CH:7][C:8]([N:20]3[CH2:24][CH2:23][C@@H:22]([N:25]([CH3:27])[CH3:26])[CH2:21]3)=[CH:9][C:10]=2[O:12][CH:13]2[CH2:18][CH2:17][N:16]([CH3:19])[CH2:15][CH2:14]2)[N:5]=[CH:4][N:3]=1.[Br:28][C:29]1[CH:30]=[C:31]([CH:33]=[CH:34][CH:35]=1)[NH2:32].Cl.